From a dataset of Blood-brain barrier penetration binary classification data from Martins et al.. Regression/Classification. Given a drug SMILES string, predict its absorption, distribution, metabolism, or excretion properties. Task type varies by dataset: regression for continuous measurements (e.g., permeability, clearance, half-life) or binary classification for categorical outcomes (e.g., BBB penetration, CYP inhibition). Dataset: bbb_martins. (1) The drug is C/C(=C/CCN1CCC2(CC1)C(=O)NCN2c1ccccc1)c1ccc(F)cc1. The result is 1 (penetrates BBB). (2) The result is 1 (penetrates BBB). The compound is O=c1[nH]c2ccccc2n1C1CCN(CCCC(c2ccc(F)cc2)c2ccc(F)cc2)CC1. (3) The compound is CNCCc1ccccn1. The result is 1 (penetrates BBB). (4) The compound is CCC(=O)O[C@H]1[C@H](C)O[C@@H](O[C@@H]2C(C)C(=O)O[C@H](C)[C@H](C)[C@H](OC(=O)CC)[C@@H](C)C(=O)[C@]3(CO3)CC(C)[C@H](O[C@@H]3O[C@H](C)C[C@H](N(C)C)[C@H]3O)[C@H]2C)C[C@@H]1OC. The result is 0 (does not penetrate BBB). (5) The compound is COCC1=C(C(=O)O)N2C(=O)[C@@H](NC(=O)/C(=N\O)c3csc(N)n3)[C@H]2SC1. The result is 0 (does not penetrate BBB). (6) The result is 1 (penetrates BBB). The molecule is CC1=C2C(c3cccc(Cl)c3)=NCCN=C2N(C)N1.